From a dataset of NCI-60 drug combinations with 297,098 pairs across 59 cell lines. Regression. Given two drug SMILES strings and cell line genomic features, predict the synergy score measuring deviation from expected non-interaction effect. (1) Drug 1: C1=CC(=CC=C1CCCC(=O)O)N(CCCl)CCCl. Drug 2: C1CNP(=O)(OC1)N(CCCl)CCCl. Cell line: SNB-75. Synergy scores: CSS=7.04, Synergy_ZIP=-8.19, Synergy_Bliss=-8.13, Synergy_Loewe=-15.6, Synergy_HSA=-7.74. (2) Drug 2: C1=CN(C(=O)N=C1N)C2C(C(C(O2)CO)O)O.Cl. Cell line: SF-268. Drug 1: CC(CN1CC(=O)NC(=O)C1)N2CC(=O)NC(=O)C2. Synergy scores: CSS=21.8, Synergy_ZIP=-3.25, Synergy_Bliss=3.26, Synergy_Loewe=-4.08, Synergy_HSA=5.21.